From a dataset of Peptide-MHC class II binding affinity with 134,281 pairs from IEDB. Regression. Given a peptide amino acid sequence and an MHC pseudo amino acid sequence, predict their binding affinity value. This is MHC class II binding data. (1) The peptide sequence is GPDGRLLRGHNQFAYDGK. The MHC is DRB1_0404 with pseudo-sequence DRB1_0404. The binding affinity (normalized) is 0.607. (2) The peptide sequence is ATFEAMYLGTCKTLT. The MHC is DRB4_0101 with pseudo-sequence DRB4_0103. The binding affinity (normalized) is 0.402. (3) The peptide sequence is LQMNSLRAEDTAVYY. The MHC is HLA-DQA10102-DQB10602 with pseudo-sequence HLA-DQA10102-DQB10602. The binding affinity (normalized) is 0.448. (4) The peptide sequence is DDEVLIEVNPPFGDS. The MHC is HLA-DQA10102-DQB10501 with pseudo-sequence HLA-DQA10102-DQB10501. The binding affinity (normalized) is 0.570. (5) The peptide sequence is PRSPTVFYNIPPMPLPPSQL. The MHC is HLA-DPA10201-DPB11401 with pseudo-sequence HLA-DPA10201-DPB11401. The binding affinity (normalized) is 0.770.